From a dataset of Forward reaction prediction with 1.9M reactions from USPTO patents (1976-2016). Predict the product of the given reaction. (1) Given the reactants [Cl:1][C:2]1[CH:7]=[CH:6][N:5]=[C:4]2[CH:8]=[C:9]([C:11]([OH:13])=O)[S:10][C:3]=12.[Li].Cl.[CH3:16][O:17][C:18](=[O:23])[C@H:19]([CH2:21][OH:22])[NH2:20].CCN(CC)CC, predict the reaction product. The product is: [Cl:1][C:2]1[CH:7]=[CH:6][N:5]=[C:4]2[CH:8]=[C:9]([C:11]([NH:20][C@H:19]([C:18]([O:17][CH3:16])=[O:23])[CH2:21][OH:22])=[O:13])[S:10][C:3]=12. (2) Given the reactants Br[C:2]1[CH:3]=[C:4]2[C:9](=[N:10][CH:11]=1)[N:8]([C:12]([NH2:14])=[O:13])[CH2:7][CH2:6][CH2:5]2.[C:15]([O:19][C:20](=[O:38])[NH:21][CH2:22][C:23]1[CH:24]=[N:25][CH:26]=[C:27](B2OC(C)(C)C(C)(C)O2)[CH:28]=1)([CH3:18])([CH3:17])[CH3:16].C([O-])([O-])=O.[Na+].[Na+].CCOC(C)=O, predict the reaction product. The product is: [C:15]([O:19][C:20](=[O:38])[NH:21][CH2:22][C:23]1[CH:24]=[N:25][CH:26]=[C:27]([C:2]2[CH:11]=[N:10][C:9]3[N:8]([C:12](=[O:13])[NH2:14])[CH2:7][CH2:6][CH2:5][C:4]=3[CH:3]=2)[CH:28]=1)([CH3:18])([CH3:16])[CH3:17]. (3) Given the reactants [O:1]=[C:2]1[C:6]2([CH2:11][CH2:10][N:9](C(OC(C)(C)C)=O)[CH2:8][CH2:7]2)[CH2:5][CH2:4][N:3]1[C:19]1[CH2:20][O:21][C:22](=[O:24])[CH:23]=1.FC(F)(F)C(O)=O, predict the reaction product. The product is: [O:24]=[C:22]1[O:21][CH2:20][C:19]([N:3]2[CH2:4][CH2:5][C:6]3([CH2:7][CH2:8][NH:9][CH2:10][CH2:11]3)[C:2]2=[O:1])=[CH:23]1. (4) Given the reactants [Cl:1][C:2]1[C:10]([Cl:11])=[CH:9][CH:8]=[CH:7][C:3]=1[C:4]([OH:6])=O.[CH3:12][N:13]1[CH2:18][CH2:17][C:16]([CH2:25][NH2:26])([C:19]2[CH:24]=[CH:23][CH:22]=[CH:21][CH:20]=2)[CH2:15][CH2:14]1, predict the reaction product. The product is: [Cl:1][C:2]1[C:10]([Cl:11])=[CH:9][CH:8]=[CH:7][C:3]=1[C:4]([NH:26][CH2:25][C:16]1([C:19]2[CH:24]=[CH:23][CH:22]=[CH:21][CH:20]=2)[CH2:15][CH2:14][N:13]([CH3:12])[CH2:18][CH2:17]1)=[O:6].